Dataset: Peptide-MHC class II binding affinity with 134,281 pairs from IEDB. Task: Regression. Given a peptide amino acid sequence and an MHC pseudo amino acid sequence, predict their binding affinity value. This is MHC class II binding data. (1) The MHC is HLA-DPA10301-DPB10402 with pseudo-sequence HLA-DPA10301-DPB10402. The peptide sequence is AILRRRRRIAEPATC. The binding affinity (normalized) is 0.464. (2) The peptide sequence is VLAELVKQIKVRVDM. The MHC is DRB1_1301 with pseudo-sequence DRB1_1301. The binding affinity (normalized) is 0.851. (3) The peptide sequence is TYSQLMTLKDAKMLQ. The MHC is DRB1_1501 with pseudo-sequence DRB1_1501. The binding affinity (normalized) is 0.188. (4) The peptide sequence is GELQICDKIDAAFKI. The MHC is DRB4_0101 with pseudo-sequence DRB4_0103. The binding affinity (normalized) is 0.540. (5) The peptide sequence is EKKYFAATQFYPLAA. The MHC is HLA-DQA10501-DQB10201 with pseudo-sequence HLA-DQA10501-DQB10201. The binding affinity (normalized) is 0.419. (6) The peptide sequence is VDFGNSYIAEMETES. The MHC is HLA-DQA10501-DQB10402 with pseudo-sequence HLA-DQA10501-DQB10402. The binding affinity (normalized) is 0. (7) The peptide sequence is FDELELDPPEIEPGV. The MHC is DRB3_0101 with pseudo-sequence DRB3_0101. The binding affinity (normalized) is 0.382. (8) The peptide sequence is ITAMSEVQKVSQPAT. The MHC is HLA-DQA10501-DQB10201 with pseudo-sequence HLA-DQA10501-DQB10201. The binding affinity (normalized) is 0.158. (9) The peptide sequence is ATVATAPEVKYTVFE. The MHC is HLA-DQA10104-DQB10503 with pseudo-sequence HLA-DQA10104-DQB10503. The binding affinity (normalized) is 0. (10) The peptide sequence is SQDLELSWNLNGLQKY. The MHC is DRB1_1302 with pseudo-sequence DRB1_1302. The binding affinity (normalized) is 0.611.